From a dataset of Reaction yield outcomes from USPTO patents with 853,638 reactions. Predict the reaction yield, written as a fraction of the theoretical maximum amount of product (1.0 means a 100% yield; for example, 0.34 means a 34% yield). The reactants are C([Li])CCC.[C:6]([NH:10][C:11](=[O:13])[OH:12])([CH3:9])([CH3:8])[CH3:7].Cl[CH2:15][CH2:16][CH2:17][S:18]([NH2:21])(=[O:20])=[O:19]. The catalyst is C1COCC1. The product is [C:6]([NH:10][C:11](=[O:12])[OH:13])([CH3:9])([CH3:8])[CH3:7].[CH:17]1([S:18]([NH2:21])(=[O:20])=[O:19])[CH2:15][CH2:16]1. The yield is 1.00.